From a dataset of Catalyst prediction with 721,799 reactions and 888 catalyst types from USPTO. Predict which catalyst facilitates the given reaction. (1) Reactant: [CH3:1]N(C=O)C.[Cl:6][C:7]1[CH:8]=[C:9]([C:13]2[C:18]3[N:19]([CH2:29][C@H:30]4[CH2:35][CH2:34][C@H:33]([CH3:36])[CH2:32][CH2:31]4)[C:20]([NH:22][C:23]4[CH:28]=[CH:27][CH:26]=[CH:25][CH:24]=4)=[N:21][C:17]=3[CH:16]=[C:15]([C:37]#[N:38])[N:14]=2)[CH:10]=[N:11][CH:12]=1.CI.C(=O)([O-])[O-].[K+].[K+]. Product: [Cl:6][C:7]1[CH:8]=[C:9]([C:13]2[C:18]3[N:19]([CH2:29][C@H:30]4[CH2:35][CH2:34][C@H:33]([CH3:36])[CH2:32][CH2:31]4)[C:20]([N:22]([CH3:1])[C:23]4[CH:28]=[CH:27][CH:26]=[CH:25][CH:24]=4)=[N:21][C:17]=3[CH:16]=[C:15]([C:37]#[N:38])[N:14]=2)[CH:10]=[N:11][CH:12]=1. The catalyst class is: 13. (2) Reactant: Cl[C:2]1[CH:7]=[N:6][CH:5]=[C:4]([Cl:8])[N:3]=1.O[C:10]1[C:19]2[C:14](=[CH:15][CH:16]=[CH:17][CH:18]=2)[CH:13]=[N:12][CH:11]=1.CC[O:22]C(C)=O. Product: [Cl:8][C:4]1[CH:5]=[N:6][CH:7]=[C:2]([O:22][C:18]2[C:19]3[CH:10]=[CH:11][N:12]=[CH:13][C:14]=3[CH:15]=[CH:16][CH:17]=2)[N:3]=1. The catalyst class is: 244. (3) Reactant: [F:1][C:2]([F:17])([F:16])[C:3]1[CH:8]=[CH:7][C:6]([C:9]2[CH:14]=[CH:13][CH:12]=[C:11]([NH2:15])[CH:10]=2)=[CH:5][CH:4]=1.N1C=CC=CC=1.[CH3:24][S:25](Cl)(=[O:27])=[O:26]. Product: [F:1][C:2]([F:16])([F:17])[C:3]1[CH:4]=[CH:5][C:6]([C:9]2[CH:14]=[CH:13][CH:12]=[C:11]([NH:15][S:25]([CH3:24])(=[O:27])=[O:26])[CH:10]=2)=[CH:7][CH:8]=1. The catalyst class is: 4. (4) Product: [Br:15][C:16]1[N:21]=[C:20]([CH2:22][N:24]2[CH2:29][CH2:28][O:27][CH2:26][CH2:25]2)[CH:19]=[CH:18][CH:17]=1. Reactant: [BH-](OC(C)=O)(OC(C)=O)OC(C)=O.[Na+].[Br:15][C:16]1[N:21]=[C:20]([CH:22]=O)[CH:19]=[CH:18][CH:17]=1.[NH:24]1[CH2:29][CH2:28][O:27][CH2:26][CH2:25]1.C([O-])(O)=O.[Na+]. The catalyst class is: 26. (5) Reactant: [F:1][C:2]1[CH:7]=[C:6]([F:8])[CH:5]=[CH:4][C:3]=1[C:9]1[CH:21]=[CH:20][C:12]([C:13]([O:15]C(C)(C)C)=[O:14])=[C:11]([NH:22][C:23](=[O:32])[C:24]2[CH:29]=[CH:28][CH:27]=[C:26]([CH3:30])[C:25]=2[CH3:31])[CH:10]=1. Product: [F:1][C:2]1[CH:7]=[C:6]([F:8])[CH:5]=[CH:4][C:3]=1[C:9]1[CH:21]=[CH:20][C:12]([C:13]([OH:15])=[O:14])=[C:11]([NH:22][C:23](=[O:32])[C:24]2[CH:29]=[CH:28][CH:27]=[C:26]([CH3:30])[C:25]=2[CH3:31])[CH:10]=1. The catalyst class is: 55.